From a dataset of Forward reaction prediction with 1.9M reactions from USPTO patents (1976-2016). Predict the product of the given reaction. (1) Given the reactants Cl[C:2]1[N:7]=[C:6]([NH:8][CH2:9][CH:10]2[CH2:15][CH2:14][O:13][CH2:12][CH2:11]2)[C:5]([Cl:16])=[CH:4][N:3]=1.[CH3:17][N:18]1[CH:22]=[C:21]([NH2:23])[CH:20]=[N:19]1, predict the reaction product. The product is: [Cl:16][C:5]1[C:6]([NH:8][CH2:9][CH:10]2[CH2:15][CH2:14][O:13][CH2:12][CH2:11]2)=[N:7][C:2]([NH:23][C:21]2[CH:20]=[N:19][N:18]([CH3:17])[CH:22]=2)=[N:3][CH:4]=1. (2) Given the reactants [NH2:1][C:2]1[CH:10]=[CH:9][C:5]([C:6](O)=[O:7])=[CH:4][C:3]=1[Cl:11].Cl.[CH3:13][N:14](C)[CH2:15]CCN=C=NCC.ON1C2C=CC=CC=2N=N1.C(N(CC)CC)C.Cl.CNC, predict the reaction product. The product is: [NH2:1][C:2]1[CH:10]=[CH:9][C:5]([C:6]([N:14]([CH3:15])[CH3:13])=[O:7])=[CH:4][C:3]=1[Cl:11]. (3) Given the reactants [NH2-].[Na+].[F:3][C:4]1[CH:9]=[CH:8][C:7]([NH:10][NH2:11])=[CH:6][CH:5]=1.Br[CH2:13][CH2:14][C:15]1[CH:20]=[CH:19][C:18]([F:21])=[CH:17][CH:16]=1, predict the reaction product. The product is: [F:21][C:18]1[CH:19]=[CH:20][C:15]([CH2:14][CH2:13][N:10]([C:7]2[CH:8]=[CH:9][C:4]([F:3])=[CH:5][CH:6]=2)[NH2:11])=[CH:16][CH:17]=1. (4) Given the reactants [CH3:1][O:2][C:3]1[CH:4]=[C:5]([CH:10]=[CH:11][C:12]([NH:14][CH:15]([C:27]([O:29]C)=[O:28])[CH2:16][C:17]2[C:25]3[C:20](=[CH:21][CH:22]=[C:23]([OH:26])[CH:24]=3)[NH:19][CH:18]=2)=[O:13])[CH:6]=[CH:7][C:8]=1[OH:9].Cl.COC(=O)[C@H](CC1C2C(=CC=C(O)C=2)NC=1)N, predict the reaction product. The product is: [CH3:1][O:2][C:3]1[CH:4]=[C:5]([CH:10]=[CH:11][C:12]([NH:14][CH:15]([C:27]([OH:29])=[O:28])[CH2:16][C:17]2[C:25]3[C:20](=[CH:21][CH:22]=[C:23]([OH:26])[CH:24]=3)[NH:19][CH:18]=2)=[O:13])[CH:6]=[CH:7][C:8]=1[OH:9]. (5) Given the reactants C[O:2][C:3]([C:5]1[CH:10]=[CH:9][CH:8]=[C:7]([C:11]2[CH:12]=[N:13][N:14]([CH2:16][CH2:17][CH2:18][CH2:19][CH2:20][CH2:21][NH:22][C:23]([O:25][C:26]([CH3:29])([CH3:28])[CH3:27])=[O:24])[CH:15]=2)[N:6]=1)=[O:4].O.[OH-].[Li+:32].O, predict the reaction product. The product is: [C:26]([O:25][C:23]([NH:22][CH2:21][CH2:20][CH2:19][CH2:18][CH2:17][CH2:16][N:14]1[CH:15]=[C:11]([C:7]2[N:6]=[C:5]([C:3]([O-:4])=[O:2])[CH:10]=[CH:9][CH:8]=2)[CH:12]=[N:13]1)=[O:24])([CH3:29])([CH3:27])[CH3:28].[Li+:32]. (6) Given the reactants [O:1]=[C:2]1[C:10]2[C:5](=[CH:6][CH:7]=[CH:8][CH:9]=2)[C:4](=[O:11])[N:3]1[CH2:12][CH2:13][CH2:14][CH2:15][CH:16]=[O:17].[C:18]1([Mg]Br)[CH:23]=[CH:22][CH:21]=[CH:20][CH:19]=1.O1CCCC1.[Cl-].[NH4+], predict the reaction product. The product is: [OH:17][CH:16]([C:18]1[CH:23]=[CH:22][CH:21]=[CH:20][CH:19]=1)[CH2:15][CH2:14][CH2:13][CH2:12][N:3]1[C:4](=[O:11])[C:5]2[C:10](=[CH:9][CH:8]=[CH:7][CH:6]=2)[C:2]1=[O:1]. (7) Given the reactants [Br:1][CH2:2][C:3]1[CH:11]=[CH:10][CH:9]=[C:8]2[C:4]=1[CH2:5][CH:6]([CH3:14])[CH:7]2OC.CC1C=CC(S(O)(=O)=O)=CC=1, predict the reaction product. The product is: [Br:1][CH2:2][C:3]1[CH:11]=[CH:10][CH:9]=[C:8]2[C:4]=1[CH2:5][C:6]([CH3:14])=[CH:7]2.